Dataset: Full USPTO retrosynthesis dataset with 1.9M reactions from patents (1976-2016). Task: Predict the reactants needed to synthesize the given product. (1) Given the product [Cl:17][C:18]1[CH:19]=[C:20]([N:24]2[CH:28]=[CH:27][C:26]([O:29][CH2:2][C:3]3[C:8]([CH3:9])=[CH:7][CH:6]=[CH:5][C:4]=3[N:10]3[C:14](=[O:15])[N:13]([CH3:16])[N:12]=[N:11]3)=[N:25]2)[CH:21]=[CH:22][CH:23]=1, predict the reactants needed to synthesize it. The reactants are: Br[CH2:2][C:3]1[C:8]([CH3:9])=[CH:7][CH:6]=[CH:5][C:4]=1[N:10]1[C:14](=[O:15])[N:13]([CH3:16])[N:12]=[N:11]1.[Cl:17][C:18]1[CH:19]=[C:20]([N:24]2[CH:28]=[CH:27][C:26]([OH:29])=[N:25]2)[CH:21]=[CH:22][CH:23]=1.C(=O)([O-])[O-].[K+].[K+].C(#N)C. (2) The reactants are: [NH2:1][C@@H:2]1[C:10]2[C:5](=[CH:6][CH:7]=[CH:8][CH:9]=2)[CH2:4][C@H:3]1[OH:11].[C:12]1(=O)[O:17][C:15](=[O:16])[C:14]2=[CH:18][CH:19]=[CH:20][CH:21]=[C:13]12.C(N(CC)C(C)C)(C)C. Given the product [OH:11][C@@H:3]1[CH2:4][C:5]2[C:10](=[CH:9][CH:8]=[CH:7][CH:6]=2)[C@H:2]1[N:1]1[C:15](=[O:16])[C:14]2[C:13](=[CH:21][CH:20]=[CH:19][CH:18]=2)[C:12]1=[O:17], predict the reactants needed to synthesize it. (3) Given the product [I-:19].[N:1]1([NH:10][C:11]([C:12]2[CH:13]=[N+:14]([CH3:20])[CH:15]=[CH:16][CH:17]=2)=[O:18])[C:9]2[C:4](=[CH:5][CH:6]=[CH:7][CH:8]=2)[CH2:3][CH2:2]1, predict the reactants needed to synthesize it. The reactants are: [N:1]1([NH:10][C:11](=[O:18])[C:12]2[CH:17]=[CH:16][CH:15]=[N:14][CH:13]=2)[C:9]2[C:4](=[CH:5][CH:6]=[CH:7][CH:8]=2)[CH2:3][CH2:2]1.[I:19][CH3:20]. (4) The reactants are: [CH3:1][CH:2]([C:4]([O:6][C:7]1[CH:8]=[CH:9][C:10]([CH2:29][OH:30])=[CH:11][C:12]=1[C@@H:13]([C:23]1[CH:24]=[CH:25][CH:26]=[CH:27][CH:28]=1)[CH2:14][CH2:15][N:16]([CH:20]([CH3:22])[CH3:21])[CH:17]([CH3:19])[CH3:18])=[O:5])[CH3:3].[C:31]([OH:38])(=[O:37])/[CH:32]=[CH:33]/[C:34]([OH:36])=[O:35].CC(=O)CC. Given the product [CH3:3][CH:2]([C:4]([O:6][C:7]1[CH:8]=[CH:9][C:10]([CH2:29][OH:30])=[CH:11][C:12]=1[C@@H:13]([C:23]1[CH:28]=[CH:27][CH:26]=[CH:25][CH:24]=1)[CH2:14][CH2:15][N:16]([CH:20]([CH3:21])[CH3:22])[CH:17]([CH3:18])[CH3:19])=[O:5])[CH3:1].[CH:32](/[C:31]([OH:38])=[O:37])=[CH:33]\[C:34]([OH:36])=[O:35], predict the reactants needed to synthesize it. (5) The reactants are: [CH3:1][Mg]Br.[CH3:4][O:5][CH2:6][C:7]1([C:20](N(OC)C)=[O:21])[CH2:12][CH2:11][N:10]([C:13]([O:15][C:16]([CH3:19])([CH3:18])[CH3:17])=[O:14])[CH2:9][CH2:8]1. Given the product [C:20]([C:7]1([CH2:6][O:5][CH3:4])[CH2:8][CH2:9][N:10]([C:13]([O:15][C:16]([CH3:17])([CH3:18])[CH3:19])=[O:14])[CH2:11][CH2:12]1)(=[O:21])[CH3:1], predict the reactants needed to synthesize it. (6) Given the product [CH3:18][C:15]1[CH:16]=[CH:17][C:12]([N:4]2[C:5]3[C:10](=[CH:9][CH:8]=[CH:7][CH:6]=3)[C:2]([Cl:1])=[N:3]2)=[CH:13][CH:14]=1, predict the reactants needed to synthesize it. The reactants are: [Cl:1][C:2]1[C:10]2[C:5](=[CH:6][CH:7]=[CH:8][CH:9]=2)[NH:4][N:3]=1.Br[C:12]1[CH:17]=[CH:16][C:15]([CH3:18])=[CH:14][CH:13]=1.[O-]P([O-])([O-])=O.[K+].[K+].[K+].CN[C@@H]1CCCC[C@H]1NC. (7) The reactants are: [CH3:1][C:2]1[N:12]=[C:11]2[N:6]([CH2:7][CH2:8][CH2:9][CH:10]2[OH:13])[C:4](=[O:5])[C:3]=1[CH2:14][CH2:15][N:16]1[CH2:21][CH2:20][CH:19]([C:22]2[C:23]3[CH:24]=[CH:25][C:26]([F:31])=[CH:27][C:28]=3[O:29][N:30]=2)[CH2:18][CH2:17]1.[C:32]([OH:37])(=[O:36])[C:33]([OH:35])=[O:34]. Given the product [CH3:1][C:2]1[N:12]=[C:11]2[N:6]([CH2:7][CH2:8][CH2:9][CH:10]2[OH:13])[C:4](=[O:5])[C:3]=1[CH2:14][CH2:15][N:16]1[CH2:21][CH2:20][CH:19]([C:22]2[C:23]3[CH:24]=[CH:25][C:26]([F:31])=[CH:27][C:28]=3[O:29][N:30]=2)[CH2:18][CH2:17]1.[C:32]([O-:37])(=[O:36])[C:33]([O-:35])=[O:34], predict the reactants needed to synthesize it.